Dataset: Catalyst prediction with 721,799 reactions and 888 catalyst types from USPTO. Task: Predict which catalyst facilitates the given reaction. (1) Reactant: [Cl:1][C:2]1[CH:11]=[C:10]([C:12]#[N:13])[C:9]([F:14])=[CH:8][C:3]=1[C:4]([O:6][CH3:7])=[O:5].[NH2:15][OH:16]. Product: [NH2:13][C:12](=[N:15][OH:16])[C:10]1[C:9]([F:14])=[CH:8][C:3]([C:4]([O:6][CH3:7])=[O:5])=[C:2]([Cl:1])[CH:11]=1. The catalyst class is: 14. (2) Reactant: IC.[F:3][C:4]1[CH:9]=[C:8]([N+:10]([O-:12])=[O:11])[CH:7]=[C:6]([F:13])[C:5]=1[OH:14].[C:15](=O)([O-])[O-].[K+].[K+]. Product: [F:3][C:4]1[CH:9]=[C:8]([N+:10]([O-:12])=[O:11])[CH:7]=[C:6]([F:13])[C:5]=1[O:14][CH3:15]. The catalyst class is: 21.